From a dataset of Forward reaction prediction with 1.9M reactions from USPTO patents (1976-2016). Predict the product of the given reaction. (1) Given the reactants [F:1][C:2]1[CH:7]=[CH:6][C:5]([OH:8])=[CH:4][C:3]=1[C:9]1[C:18]2[C:13](=[C:14]([C:19]([F:22])([F:21])[F:20])[CH:15]=[CH:16][CH:17]=2)[N:12]=[CH:11][N:10]=1.Br[C:24]1[CH:29]=[CH:28][CH:27]=[C:26]([CH2:30][S:31]([CH3:34])(=[O:33])=[O:32])[CH:25]=1, predict the reaction product. The product is: [F:1][C:2]1[CH:7]=[CH:6][C:5]([O:8][C:28]2[CH:29]=[CH:24][CH:25]=[C:26]([CH2:30][S:31]([CH3:34])(=[O:32])=[O:33])[CH:27]=2)=[CH:4][C:3]=1[C:9]1[C:18]2[C:13](=[C:14]([C:19]([F:20])([F:22])[F:21])[CH:15]=[CH:16][CH:17]=2)[N:12]=[CH:11][N:10]=1. (2) The product is: [CH:1]1([N:6]2[CH:14]=[C:13]3[C:8]([N:9]([CH2:26][CH2:27][CH3:28])[C:10](=[O:25])[NH:11][C:12]3=[O:15])=[N:7]2)[CH2:2][CH2:3][CH2:4][CH2:5]1. Given the reactants [CH:1]1([N:6]2[CH:14]=[C:13]3[C:8]([N:9]([CH2:26][CH2:27][CH3:28])[C:10](=[O:25])[N:11](CC4C=CC(OC)=CC=4)[C:12]3=[O:15])=[N:7]2)[CH2:5][CH2:4][CH2:3][CH2:2]1.[N+]([O-])([O-])=O.[Ce+4].[NH4+].[NH4+].[N+]([O-])([O-])=O.[N+]([O-])([O-])=O.[N+]([O-])([O-])=O.[N+]([O-])([O-])=O.[N+]([O-])([O-])=O, predict the reaction product. (3) Given the reactants [N:1]1[C:9]([CH:10]([OH:12])[CH3:11])=[C:8]2[C:4]([N:5]=[CH:6][NH:7]2)=[N:3][CH:2]=1.N1C=CN=C1.[Si:18](Cl)([C:21]([CH3:24])([CH3:23])[CH3:22])([CH3:20])[CH3:19], predict the reaction product. The product is: [O:12]([CH:10]([C:9]1[N:1]=[CH:2][N:3]=[C:4]2[C:8]=1[NH:7][CH:6]=[N:5]2)[CH3:11])[Si:18]([C:21]([CH3:24])([CH3:23])[CH3:22])([CH3:20])[CH3:19]. (4) Given the reactants [F:1][C:2]1[CH:3]=[C:4]2[C:9](=[CH:10][CH:11]=1)[N:8]=[C:7](/[CH:12]=[CH:13]/[C:14]1[O:15][C:16]([N+:19]([O-:21])=[O:20])=[CH:17][CH:18]=1)[N:6]=[C:5]2[NH:22][C:23]1[CH:28]=[CH:27][C:26]([OH:29])=[CH:25][CH:24]=1.ClC1C2C(=C[C:37]([N:42]3[CH2:47][CH2:46][N:45](C)[CH2:44][CH2:43]3)=C(F)C=2)N=C(C=CC2OC([N+]([O-])=O)=CC=2)N=1, predict the reaction product. The product is: [F:1][C:2]1[CH:3]=[C:4]2[C:9](=[CH:10][C:11]=1[N:45]1[CH2:46][CH2:47][N:42]([CH3:37])[CH2:43][CH2:44]1)[N:8]=[C:7](/[CH:12]=[CH:13]/[C:14]1[O:15][C:16]([N+:19]([O-:21])=[O:20])=[CH:17][CH:18]=1)[N:6]=[C:5]2[NH:22][C:23]1[CH:28]=[CH:27][C:26]([OH:29])=[CH:25][CH:24]=1. (5) Given the reactants [CH:1]1([NH:4][C:5](=[O:27])[C:6]2[CH:11]=[CH:10][C:9]([CH3:12])=[C:8]([N:13]3[CH:18]=[CH:17][N:16]=[C:15](OC4C=CC=CC=4)[C:14]3=[O:26])[CH:7]=2)[CH2:3][CH2:2]1.[C:28]1([SH:34])[CH:33]=[CH:32][CH:31]=[CH:30][CH:29]=1, predict the reaction product. The product is: [CH:1]1([NH:4][C:5](=[O:27])[C:6]2[CH:11]=[CH:10][C:9]([CH3:12])=[C:8]([N:13]3[CH:18]=[CH:17][N:16]=[C:15]([S:34][C:28]4[CH:33]=[CH:32][CH:31]=[CH:30][CH:29]=4)[C:14]3=[O:26])[CH:7]=2)[CH2:2][CH2:3]1.